This data is from Forward reaction prediction with 1.9M reactions from USPTO patents (1976-2016). The task is: Predict the product of the given reaction. (1) Given the reactants [Cl:1][C:2]1[CH:3]=[C:4]([CH:29]=[CH:30][C:31]=1[F:32])[CH2:5][N:6]1[CH2:15][CH2:14][C:13]2[C:8](=[C:9]([O:26][CH3:27])[C:10](=[O:25])[N:11]3[CH2:21][CH2:20][C:19](=O)[CH2:18][N:17]([CH3:23])[C:16](=[O:24])[C:12]3=2)[C:7]1=[O:28].[NH:33]1[CH2:37][CH2:36][CH2:35][CH2:34]1.C(O)(=O)C.[BH4-].[Na+], predict the reaction product. The product is: [Cl:1][C:2]1[CH:3]=[C:4]([CH:29]=[CH:30][C:31]=1[F:32])[CH2:5][N:6]1[CH2:15][CH2:14][C:13]2[C:8](=[C:9]([O:26][CH3:27])[C:10](=[O:25])[N:11]3[CH2:21][CH2:20][CH:19]([N:33]4[CH2:37][CH2:36][CH2:35][CH2:34]4)[CH2:18][N:17]([CH3:23])[C:16](=[O:24])[C:12]3=2)[C:7]1=[O:28]. (2) Given the reactants [CH3:1][N:2]1[C:10]([CH:11]=O)=[N:9][C:8]2[C:3]1=[N:4][C:5]([N:19]1[C:23]3[CH:24]=[CH:25][CH:26]=[CH:27][C:22]=3[N:21]=[C:20]1[CH3:28])=[N:6][C:7]=2[N:13]1[CH2:18][CH2:17][O:16][CH2:15][CH2:14]1.[NH:29]1[CH2:32][CH:31]([C:33]([N:35]2[CH2:39][CH2:38][CH2:37][CH2:36]2)=[O:34])[CH2:30]1.C(O[BH-](OC(=O)C)OC(=O)C)(=O)C.[Na+], predict the reaction product. The product is: [CH3:1][N:2]1[C:10]([CH2:11][N:29]2[CH2:30][CH:31]([C:33]([N:35]3[CH2:36][CH2:37][CH2:38][CH2:39]3)=[O:34])[CH2:32]2)=[N:9][C:8]2[C:3]1=[N:4][C:5]([N:19]1[C:23]3[CH:24]=[CH:25][CH:26]=[CH:27][C:22]=3[N:21]=[C:20]1[CH3:28])=[N:6][C:7]=2[N:13]1[CH2:14][CH2:15][O:16][CH2:17][CH2:18]1. (3) Given the reactants [F:1][C:2]([F:12])([F:11])[O:3][C:4]1[CH:9]=[CH:8][C:7]([OH:10])=[CH:6][CH:5]=1.ClC1C=CC(O[C:21]([CH3:25])([C:23]#[CH:24])[CH3:22])=C(F)C=1, predict the reaction product. The product is: [CH3:22][C:21]([O:10][C:7]1[CH:6]=[CH:5][C:4]([O:3][C:2]([F:11])([F:12])[F:1])=[CH:9][CH:8]=1)([C:23]#[CH:24])[CH3:25]. (4) Given the reactants [NH2:1][C:2]1[CH:7]=[CH:6][CH:5]=[C:4](Br)[N:3]=1.[CH3:9][N:10](C)C(=O)C, predict the reaction product. The product is: [NH2:1][C:2]1[N:3]=[C:4]([C:9]#[N:10])[CH:5]=[CH:6][CH:7]=1. (5) Given the reactants [CH3:1][C:2]1[N:6]=[CH:5][NH:4][N:3]=1.Cl[C:8]1[CH:15]=[CH:14][C:13]([N+:16]([O-:18])=[O:17])=[CH:12][C:9]=1[C:10]#[N:11].C(=O)([O-])[O-].[K+].[K+].O, predict the reaction product. The product is: [CH3:1][C:2]1[N:6]=[CH:5][N:4]([C:8]2[CH:15]=[CH:14][C:13]([N+:16]([O-:18])=[O:17])=[CH:12][C:9]=2[C:10]#[N:11])[N:3]=1. (6) Given the reactants [F:1][C:2]([F:8])([F:7])[CH2:3][CH2:4][CH2:5][OH:6].[CH3:9][S:10](Cl)(=[O:12])=[O:11], predict the reaction product. The product is: [CH3:9][S:10]([O:6][CH2:5][CH2:4][CH2:3][C:2]([F:8])([F:7])[F:1])(=[O:12])=[O:11]. (7) The product is: [F:1][C:2]([F:7])([F:6])[C:3]([OH:5])=[O:4].[CH:3]1([O:8][C:9]2[C:17]3[N:16]=[C:15]([CH2:18][O:19][C:20]4[CH:21]=[CH:22][C:23]([Cl:26])=[CH:24][CH:25]=4)[N:14]([CH2:27][CH2:28][CH2:29][CH:30]4[CH2:31][CH2:32][N:33]([C:36]([O:38][C:39]([CH3:42])([CH3:41])[CH3:40])=[O:37])[CH2:34][CH2:35]4)[C:13]=3[CH:12]=[CH:11][CH:10]=2)[CH2:2][CH2:47][CH2:45][CH2:46]1. Given the reactants [F:1][C:2]([F:7])([F:6])[C:3]([OH:5])=[O:4].[OH:8][C:9]1[C:17]2[N:16]=[C:15]([CH2:18][O:19][C:20]3[CH:25]=[CH:24][C:23]([Cl:26])=[CH:22][CH:21]=3)[N:14]([CH2:27][CH2:28][CH2:29][CH:30]3[CH2:35][CH2:34][N:33]([C:36]([O:38][C:39]([CH3:42])([CH3:41])[CH3:40])=[O:37])[CH2:32][CH2:31]3)[C:13]=2[CH:12]=[CH:11][CH:10]=1.[H-].[Na+].[CH:45]1(Br)[CH2:47][CH2:46]1, predict the reaction product. (8) Given the reactants [F:1][C:2]1[CH:7]=[CH:6][C:5]([C:8]2([C:15]#[N:16])[CH2:13][CH2:12][C:11](=[O:14])[CH2:10][CH2:9]2)=[CH:4][CH:3]=1.C1(C)C=CC(S(O)(=O)=[O:24])=CC=1.[C:28]1([CH3:34])C=CC=CC=1, predict the reaction product. The product is: [F:1][C:2]1[CH:3]=[CH:4][C:5]([C:8]2([C:15]#[N:16])[CH2:9][CH2:10][C:11]3([O:24][CH2:28][CH2:34][O:14]3)[CH2:12][CH2:13]2)=[CH:6][CH:7]=1.